Dataset: Full USPTO retrosynthesis dataset with 1.9M reactions from patents (1976-2016). Task: Predict the reactants needed to synthesize the given product. Given the product [C:24]([C:25]1[CH:30]=[CH:29][CH:28]=[CH:27][C:26]=1[CH:31]([CH3:36])[C:32]([O:34][CH3:35])=[O:33])#[CH:23], predict the reactants needed to synthesize it. The reactants are: CCCC[N+](CCCC)(CCCC)CCCC.[F-].C[Si]([C:23]#[C:24][C:25]1[CH:30]=[CH:29][CH:28]=[CH:27][C:26]=1[CH:31]([CH3:36])[C:32]([O:34][CH3:35])=[O:33])(C)C.